This data is from Full USPTO retrosynthesis dataset with 1.9M reactions from patents (1976-2016). The task is: Predict the reactants needed to synthesize the given product. (1) Given the product [N+:1]([C:4]1[CH:14]=[CH:13][C:7]2[N:8]([CH3:17])[C:9](=[O:12])[CH2:10][S:11][C:6]=2[CH:5]=1)([O-:3])=[O:2], predict the reactants needed to synthesize it. The reactants are: [N+:1]([C:4]1[CH:14]=[CH:13][C:7]2[NH:8][C:9](=[O:12])[CH2:10][S:11][C:6]=2[CH:5]=1)([O-:3])=[O:2].[H-].[Na+].[CH3:17]I. (2) Given the product [Cl:12][C:8]1[CH:7]=[C:6]2[C:11]([C:2]([NH:13][CH:14]3[CH2:19][CH2:18][CH:17]([NH2:20])[CH2:16][CH2:15]3)=[CH:3][CH:4]=[N:5]2)=[CH:10][CH:9]=1, predict the reactants needed to synthesize it. The reactants are: Cl[C:2]1[C:11]2[C:6](=[CH:7][C:8]([Cl:12])=[CH:9][CH:10]=2)[N:5]=[CH:4][CH:3]=1.[NH2:13][CH:14]1[CH2:19][CH2:18][CH:17]([NH2:20])[CH2:16][CH2:15]1.